Task: Predict the product of the given reaction.. Dataset: Forward reaction prediction with 1.9M reactions from USPTO patents (1976-2016) (1) Given the reactants [N:1]1[N:2]([CH2:10][CH2:11][C:12]#[C:13][C:14]2[N:19]=[C:18]([NH2:20])[CH:17]=[CH:16][CH:15]=2)[N:3]=[C:4]2[CH:9]=[CH:8][CH:7]=[CH:6][C:5]=12.[CH:21](O)=[O:22], predict the reaction product. The product is: [N:1]1[N:2]([CH2:10][CH2:11][C:12]#[C:13][C:14]2[N:19]=[C:18]([NH:20][CH:21]=[O:22])[CH:17]=[CH:16][CH:15]=2)[N:3]=[C:4]2[CH:9]=[CH:8][CH:7]=[CH:6][C:5]=12. (2) Given the reactants Cl[CH2:2][C:3]1[CH:8]=[CH:7][C:6]([N:9]2[C:17]3[CH2:16][CH2:15][CH2:14][CH2:13][C:12]=3[C:11]([C:18]([F:21])([F:20])[F:19])=[N:10]2)=[CH:5][CH:4]=1.[CH2:22]([NH:24][C:25](=[O:27])[CH3:26])[CH3:23], predict the reaction product. The product is: [CH2:22]([N:24]([CH2:2][C:3]1[CH:8]=[CH:7][C:6]([N:9]2[C:17]3[CH2:16][CH2:15][CH2:14][CH2:13][C:12]=3[C:11]([C:18]([F:21])([F:20])[F:19])=[N:10]2)=[CH:5][CH:4]=1)[C:25](=[O:27])[CH3:26])[CH3:23]. (3) The product is: [Cl:1][C:2]1[N:7]=[C:6]([C:8]2[CH:13]=[CH:12][N:11]=[CH:10][C:9]=2[N:14]([CH3:15])[C:21](=[O:22])[C:20]2[CH:19]=[C:18]([C:17]([F:32])([F:31])[F:16])[CH:26]=[C:25]([C:27]([F:30])([F:29])[F:28])[CH:24]=2)[CH:5]=[CH:4][CH:3]=1. Given the reactants [Cl:1][C:2]1[N:7]=[C:6]([C:8]2[CH:13]=[CH:12][N:11]=[CH:10][C:9]=2[NH:14][CH3:15])[CH:5]=[CH:4][CH:3]=1.[F:16][C:17]([F:32])([F:31])[C:18]1[CH:19]=[C:20]([CH:24]=[C:25]([C:27]([F:30])([F:29])[F:28])[CH:26]=1)[C:21](Cl)=[O:22], predict the reaction product. (4) Given the reactants C[O:2][C:3](=[O:22])[C:4]1[CH:9]=[CH:8][C:7]([NH:10][C:11]([NH:13][C:14]2[CH:19]=[N:18][CH:17]=[CH:16][N:15]=2)=[O:12])=[C:6]([O:20][CH3:21])[CH:5]=1.O.[OH-].[Li+], predict the reaction product. The product is: [CH3:21][O:20][C:6]1[CH:5]=[C:4]([CH:9]=[CH:8][C:7]=1[NH:10][C:11]([NH:13][C:14]1[CH:19]=[N:18][CH:17]=[CH:16][N:15]=1)=[O:12])[C:3]([OH:22])=[O:2]. (5) Given the reactants [Cl:1][C:2]1[O:3][C:4]2[CH:10]=[CH:9][C:8]([C:11](=O)[CH2:12][CH3:13])=[CH:7][C:5]=2[CH:6]=1.[Cl:15][CH2:16][CH2:17][O:18][C:19]1[CH:24]=[CH:23][C:22]([C:25]([C:27]2[CH:32]=[CH:31][C:30]([OH:33])=[CH:29][CH:28]=2)=O)=[CH:21][CH:20]=1, predict the reaction product. The product is: [Cl:1][C:2]1[O:3][C:4]2[CH:10]=[CH:9][C:8]([C:11]([CH2:12][CH3:13])=[C:25]([C:27]3[CH:32]=[CH:31][C:30]([OH:33])=[CH:29][CH:28]=3)[C:22]3[CH:23]=[CH:24][C:19]([O:18][CH2:17][CH2:16][Cl:15])=[CH:20][CH:21]=3)=[CH:7][C:5]=2[CH:6]=1. (6) Given the reactants [CH:1]([N:14]1[CH2:17][C:16]([O:20][Si](C)(C)C)([C:18]#[N:19])[CH2:15]1)([C:8]1[CH:13]=[CH:12][CH:11]=[CH:10][CH:9]=1)[C:2]1[CH:7]=[CH:6][CH:5]=[CH:4][CH:3]=1.CSC.B, predict the reaction product. The product is: [NH2:19][CH2:18][C:16]1([OH:20])[CH2:17][N:14]([CH:1]([C:2]2[CH:7]=[CH:6][CH:5]=[CH:4][CH:3]=2)[C:8]2[CH:13]=[CH:12][CH:11]=[CH:10][CH:9]=2)[CH2:15]1. (7) Given the reactants Cl.[NH2:2][C@@H:3]([CH2:8][C:9]([F:12])([F:11])[CH3:10])[C:4]([O:6][CH3:7])=[O:5].[CH2:13]1[C:17]2([CH2:22][CH2:21][N:20]([S:23](Cl)(=[O:25])=[O:24])[CH2:19][CH2:18]2)[CH2:16][CH2:15][CH2:14]1, predict the reaction product. The product is: [CH2:13]1[C:17]2([CH2:18][CH2:19][N:20]([S:23]([NH:2][C@@H:3]([CH2:8][C:9]([F:11])([F:12])[CH3:10])[C:4]([O:6][CH3:7])=[O:5])(=[O:25])=[O:24])[CH2:21][CH2:22]2)[CH2:16][CH2:15][CH2:14]1. (8) The product is: [F:20][C:16]1[CH:15]=[C:14]([CH:19]=[CH:18][CH:17]=1)[O:13][C:10]1[N:11]=[CH:12][C:7]([CH:1]=[O:3])=[CH:8][CH:9]=1. Given the reactants [CH2:1]([O:3]CC)C.Br[C:7]1[CH:8]=[CH:9][C:10]([O:13][C:14]2[CH:19]=[CH:18][CH:17]=[C:16]([F:20])[CH:15]=2)=[N:11][CH:12]=1.C([Li])CCC.CN(C)C=O, predict the reaction product. (9) Given the reactants [C:1]([C:5]1[CH:10]=[CH:9][C:8]([NH:11][C:12]2[C:13]3[CH2:28][CH2:27][N:26](CC4C=CC=CC=4)[CH2:25][C:14]=3[N:15]=[C:16]([CH2:18][N:19]3[CH2:24][CH2:23][O:22][CH2:21][CH2:20]3)[N:17]=2)=[CH:7][CH:6]=1)([CH3:4])([CH3:3])[CH3:2].[H][H], predict the reaction product. The product is: [C:1]([C:5]1[CH:10]=[CH:9][C:8]([NH:11][C:12]2[C:13]3[CH2:28][CH2:27][NH:26][CH2:25][C:14]=3[N:15]=[C:16]([CH2:18][N:19]3[CH2:20][CH2:21][O:22][CH2:23][CH2:24]3)[N:17]=2)=[CH:7][CH:6]=1)([CH3:4])([CH3:2])[CH3:3].